The task is: Predict the reaction yield, written as a fraction of the theoretical maximum amount of product (1.0 means a 100% yield; for example, 0.34 means a 34% yield).. This data is from Reaction yield outcomes from USPTO patents with 853,638 reactions. (1) The reactants are C(OC([N:6]1[CH2:11][CH2:10][CH:9]([NH:12][C:13]2[S:14][C:15]3[CH:21]=[C:20]([Cl:22])[CH:19]=[CH:18][C:16]=3[N:17]=2)[CH2:8][CH2:7]1)=O)C.[BrH:23]. The catalyst is O. The product is [BrH:23].[BrH:23].[Cl:22][C:20]1[CH:19]=[CH:18][C:16]2[N:17]=[C:13]([NH:12][CH:9]3[CH2:8][CH2:7][NH:6][CH2:11][CH2:10]3)[S:14][C:15]=2[CH:21]=1. The yield is 0.990. (2) The reactants are [F:1][C:2]1[CH:3]=[C:4]([CH:15]([CH3:20])[C:16]([O:18][CH3:19])=[O:17])[CH:5]=[CH:6][C:7]=1[C:8]1[CH:13]=[CH:12][CH:11]=[C:10]([OH:14])[CH:9]=1.[CH2:21]([N:25]=[C:26]=[O:27])[CH:22]([CH3:24])[CH3:23]. No catalyst specified. The product is [F:1][C:2]1[CH:3]=[C:4]([CH:15]([CH3:20])[C:16]([O:18][CH3:19])=[O:17])[CH:5]=[CH:6][C:7]=1[C:8]1[CH:13]=[CH:12][CH:11]=[C:10]([O:14][C:26](=[O:27])[NH:25][CH2:21][CH:22]([CH3:24])[CH3:23])[CH:9]=1. The yield is 0.780. (3) The reactants are [O:1]([C:8]1[C:13]([N+:14]([O-])=O)=[CH:12][CH:11]=[CH:10][N:9]=1)[C:2]1[CH:7]=[CH:6][CH:5]=[CH:4][CH:3]=1.[H][H]. The catalyst is CO.[Pd]. The product is [O:1]([C:8]1[C:13]([NH2:14])=[CH:12][CH:11]=[CH:10][N:9]=1)[C:2]1[CH:7]=[CH:6][CH:5]=[CH:4][CH:3]=1. The yield is 0.980. (4) The reactants are [BrH:1].[F:2][C:3]1[CH:9]=[CH:8][C:6](N)=[CH:5][C:4]=1[O:10][CH3:11].N([O-])=O.[Na+]. The catalyst is O.[Cu]Br. The product is [Br:1][C:6]1[CH:8]=[CH:9][C:3]([F:2])=[C:4]([O:10][CH3:11])[CH:5]=1. The yield is 0.700. (5) The reactants are [ClH:1].Cl.[NH2:3][CH2:4][CH2:5][C:6]1[N:10]=[CH:9][NH:8][CH:7]=1.[OH-].[Na+].[CH:13](=O)[CH:14]([CH3:16])[CH3:15].Cl. The catalyst is O.CO. The product is [ClH:1].[CH:14]([CH:16]1[C:7]2[N:8]=[CH:9][NH:10][C:6]=2[CH2:5][CH2:4][NH:3]1)([CH3:15])[CH3:13]. The yield is 0.487. (6) The reactants are I[CH2:2][C@@H:3]([CH3:17])[CH2:4][N:5]1[C:10]2[CH:11]=[C:12]([CH3:15])[CH:13]=[CH:14][C:9]=2[O:8][CH2:7][C:6]1=[O:16].CCN(CC)CC.[CH2:25]([CH:29]1[CH2:34][CH2:33][NH:32][CH2:31][CH2:30]1)[CH2:26][CH2:27][CH3:28]. The catalyst is C(Cl)Cl.CC(C)=O.CO. The product is [CH2:25]([CH:29]1[CH2:34][CH2:33][N:32]([CH2:2][C@@H:3]([CH3:17])[CH2:4][N:5]2[C:10]3[CH:11]=[C:12]([CH3:15])[CH:13]=[CH:14][C:9]=3[O:8][CH2:7][C:6]2=[O:16])[CH2:31][CH2:30]1)[CH2:26][CH2:27][CH3:28]. The yield is 0.840. (7) The catalyst is CN(C=O)C.C([O-])(O)=O.[Na+]. The reactants are [C:1]([O:5][C:6]([N:8]([C@@H:13]1[C:22]2[C:17](=[C:18]([C:23]3[N:27]=[C:26]([C:28]4[CH:33]=[CH:32][C:31]([O:34][CH:35]([CH3:37])[CH3:36])=[C:30]([C:38]#[N:39])[CH:29]=4)[O:25][N:24]=3)[CH:19]=[CH:20][CH:21]=2)[CH2:16][CH2:15][CH2:14]1)[CH2:9][C:10](O)=[O:11])=[O:7])([CH3:4])([CH3:3])[CH3:2].ON1C2C=[CH:47][CH:48]=[CH:49][C:44]=2[N:43]=N1.C(Cl)CCl.N1CCCC1. The product is [C:38]([C:30]1[CH:29]=[C:28]([C:26]2[O:25][N:24]=[C:23]([C:18]3[CH:19]=[CH:20][CH:21]=[C:22]4[C:17]=3[CH2:16][CH2:15][CH2:14][C@@H:13]4[N:8]([CH2:9][C:10](=[O:11])[N:43]3[CH2:44][CH2:49][CH2:48][CH2:47]3)[C:6](=[O:7])[O:5][C:1]([CH3:2])([CH3:4])[CH3:3])[N:27]=2)[CH:33]=[CH:32][C:31]=1[O:34][CH:35]([CH3:37])[CH3:36])#[N:39]. The yield is 0.820.